This data is from Reaction yield outcomes from USPTO patents with 853,638 reactions. The task is: Predict the reaction yield, written as a fraction of the theoretical maximum amount of product (1.0 means a 100% yield; for example, 0.34 means a 34% yield). (1) The reactants are [Cl:1][C:2]1[N:3]=[C:4]([C:7]2[CH:8]=[N:9][CH:10]=[CH:11][CH:12]=2)[S:5][CH:6]=1.OS(O)(=O)=O.[N+:18]([O-])([OH:20])=[O:19].C([O-])(O)=O.[Na+]. No catalyst specified. The product is [Cl:1][C:2]1[N:3]=[C:4]([C:7]2[CH:8]=[N:9][CH:10]=[CH:11][CH:12]=2)[S:5][C:6]=1[N+:18]([O-:20])=[O:19]. The yield is 0.800. (2) The reactants are C(Cl)(=O)C(Cl)=O.CS(C)=O.[N+:11]([C:14]1[C:15]([Cl:22])=[C:16]([CH:19]=[CH:20][CH:21]=1)[CH2:17][OH:18])([O-:13])=[O:12].C(N(CC)CC)C. The catalyst is ClCCl. The product is [N+:11]([C:14]1[C:15]([Cl:22])=[C:16]([CH:19]=[CH:20][CH:21]=1)[CH:17]=[O:18])([O-:13])=[O:12]. The yield is 0.780. (3) The reactants are [CH3:1][C@H:2]1[CH:7]2[C:8]([CH3:10])([CH3:9])[CH:5]([CH2:6]2)[CH2:4][C@@H:3]1[NH2:11].F[B-](F)(F)F.N1(OC(N(C)C)=[N+](C)C)C2C=CC=CC=2N=N1.N[C@@H](CCSSCC[C@H](N)C(O)=O)C(O)=O.[CH3:50][N:51]([CH2:53][C@@H:54]([NH:62][CH2:63][C:64]1[CH:65]=[C:66]([CH:78]=[CH:79][CH:80]=1)[CH2:67][N:68]1[CH:72]([C:73](O)=[O:74])[CH2:71][CH2:70][S:69]1(=[O:77])=[O:76])[CH2:55][C:56]1[CH:61]=[CH:60][CH:59]=[CH:58][CH:57]=1)[CH3:52].C(N(CC)C(C)C)(C)C. The catalyst is CN(C)C=O.C[C@H]1C2C(C)(C)C(C2)C[C@@H]1N.F[B-](F)(F)F.N1(OC(N(C)C)=[N+](C)C)C2C=CC=CC=2N=N1.N[C@@H](CCSSCC[C@H](N)C(O)=O)C(O)=O. The product is [CH3:1][C@@H:2]1[C@@H:3]([NH:11][C:73]([CH:72]2[CH2:71][CH2:70][S:69](=[O:77])(=[O:76])[N:68]2[CH2:67][C:66]2[CH:78]=[CH:79][CH:80]=[C:64]([CH2:63][NH:62][C@H:54]([CH2:53][N:51]([CH3:50])[CH3:52])[CH2:55][C:56]3[CH:61]=[CH:60][CH:59]=[CH:58][CH:57]=3)[CH:65]=2)=[O:74])[CH2:4][C@H:5]2[CH2:6][C@@H:7]1[C:8]2([CH3:10])[CH3:9]. The yield is 0.600. (4) The reactants are [Cl:1][C:2]1[C:3]([C:14]2[C:22]3[C:17](=[CH:18][CH:19]=[CH:20][CH:21]=3)[N:16]([S:23]([C:26]3[CH:31]=[CH:30][CH:29]=[CH:28][CH:27]=3)(=[O:25])=[O:24])[CH:15]=2)=[N:4][C:5]([NH:8][C@@H:9]2[CH2:13][CH2:12][NH:11][CH2:10]2)=[N:6][CH:7]=1.[C:32]([O:36][C:37]([NH:39][C:40]1[CH:48]=[CH:47][C:43]([C:44](O)=[O:45])=[CH:42][CH:41]=1)=[O:38])([CH3:35])([CH3:34])[CH3:33].CN(C(ON1N=NC2C=CC=CC1=2)=[N+](C)C)C.F[P-](F)(F)(F)(F)F.C(N(C(C)C)CC)(C)C. The catalyst is C(Cl)Cl. The product is [Cl:1][C:2]1[C:3]([C:14]2[C:22]3[C:17](=[CH:18][CH:19]=[CH:20][CH:21]=3)[N:16]([S:23]([C:26]3[CH:31]=[CH:30][CH:29]=[CH:28][CH:27]=3)(=[O:25])=[O:24])[CH:15]=2)=[N:4][C:5]([NH:8][C@@H:9]2[CH2:13][CH2:12][N:11]([C:44]([C:43]3[CH:42]=[CH:41][C:40]([NH:39][C:37](=[O:38])[O:36][C:32]([CH3:34])([CH3:33])[CH3:35])=[CH:48][CH:47]=3)=[O:45])[CH2:10]2)=[N:6][CH:7]=1. The yield is 0.890.